This data is from Experimentally validated miRNA-target interactions with 360,000+ pairs, plus equal number of negative samples. The task is: Binary Classification. Given a miRNA mature sequence and a target amino acid sequence, predict their likelihood of interaction. (1) The miRNA is hsa-miR-5588-3p with sequence AAGUCCCACUAAUGCCAGC. The protein sequence of the target gene is MAPKGGSKQQSEEDLLLQDFSRNLSAKSSALFFGNAFIVSAIPIWLYWRIWHMDLIQSAVLYSVMTLVSTYLVAFAYKNVKFVLKHKVAQKREDAVSKEVTRKLSEADNRKMSRKEKDERILWKKNEVADYEATTFSIFYNNTLFLVLVIVASFFILKNFNPTVNYILSISASSGLIALLSTGSK. Result: 0 (no interaction). (2) The miRNA is hsa-miR-452-5p with sequence AACUGUUUGCAGAGGAAACUGA. The protein sequence of the target gene is MRVFLLCAYILLLMVSQLRAVSFPEDDEPLNTVDYHYSRQYPVFRGRPSGNESQHRLDFQLMLKIRDTLYIAGRDQVYTVNLNEMPKTEVIPNKKLTWRSRQQDRENCAMKGKHKDECHNFIKVFVPRNDEMVFVCGTNAFNPMCRYYRLSTLEYDGEEISGLARCPFDARQTNVALFADGKLYSATVADFLASDAVIYRSMGDGSALRTIKYDSKWIKEPHFLHAIEYGNYVYFFFREIAVEHNNLGKAVYSRVARICKNDMGGSQRVLEKHWTSFLKARLNCSVPGDSFFYFDVLQSI.... Result: 1 (interaction). (3) The miRNA is hsa-miR-8061 with sequence CUUAGAUUAGAGGAUAUUGUU. The protein sequence of the target gene is MDCLCIVTTKKYRYQDEDTPPLEHSPAHLPNQANSPPVIVNTDTLEAPGYELQVNGTEGEMEYEEITLERGNSGLGFSIAGGTDNPHIGDDPSIFITKIIPGGAAAQDGRLRVNDSILFVNEVDVREVTHSAAVEALKEAGSIVRLYVMRRKPPAEKIIEIKLIKGPKGLGFSIAGGVGNQHIPGDNSIYVTKIIEGGAAHKDGRLQIGDKILAVNSVGLEDVMHEDAVAALKNTYDVVYLKVAKPSNAYLSDSYAPPDITTSYSQHLDNEISHSSYLGTDYPTAMTPTSPRRYSPVAKD.... Result: 0 (no interaction). (4) The miRNA is hsa-miR-7106-5p with sequence UGGGAGGAGGGGAUCUUGGG. The protein sequence of the target gene is MGEPAGVAGTMESPFSPGLFHRLDEDWDSALFAELGYFTDTDELQLEAANETYENNFDNLDFDLDLMPWESDIWDINNQICTVKDIKAEPQPLSPASSSYSVSSPRSVDSYSSTQHVPEELDLSSSSQMSPLSLYGENSNSLSSAEPLKEDKPVTGPRNKTENGLTPKKKIQVNSKPSIQPKPLLLPAAPKTQTNSSVPAKTIIIQTVPTLMPLAKQQPIISLQPAPTKGQTVLLSQPTVVQLQAPGVLPSAQPVLAVAGGVTQLPNHVVNVVPAPSANSPVNGKLSVTKPVLQSTMRNV.... Result: 1 (interaction).